This data is from Catalyst prediction with 721,799 reactions and 888 catalyst types from USPTO. The task is: Predict which catalyst facilitates the given reaction. Reactant: [CH3:1][O:2][C:3](=[O:22])[CH2:4][C:5]([NH:7][O:8][C@H:9]1[C@H:14]([O:15][CH3:16])[C@H:13]([O:17][CH3:18])[C@@H:12]([O:19][CH3:20])[C@H:11]([CH3:21])[O:10]1)=[O:6].[H-].[Na+].Br[CH2:26][C:27]1[CH:32]=[CH:31][C:30]([C:33]2[N:37]=[CH:36][N:35]([C:38]3[CH:43]=[CH:42][C:41]([O:44][C:45]([F:48])([F:47])[F:46])=[CH:40][CH:39]=3)[N:34]=2)=[CH:29][CH:28]=1. Product: [CH3:1][O:2][C:3](=[O:22])[CH2:4][C:5]([N:7]([CH2:26][C:27]1[CH:32]=[CH:31][C:30]([C:33]2[N:37]=[CH:36][N:35]([C:38]3[CH:43]=[CH:42][C:41]([O:44][C:45]([F:47])([F:46])[F:48])=[CH:40][CH:39]=3)[N:34]=2)=[CH:29][CH:28]=1)[O:8][C@H:9]1[C@H:14]([O:15][CH3:16])[C@H:13]([O:17][CH3:18])[C@@H:12]([O:19][CH3:20])[C@H:11]([CH3:21])[O:10]1)=[O:6]. The catalyst class is: 49.